Dataset: Reaction yield outcomes from USPTO patents with 853,638 reactions. Task: Predict the reaction yield, written as a fraction of the theoretical maximum amount of product (1.0 means a 100% yield; for example, 0.34 means a 34% yield). (1) The reactants are Br[C:2]1[CH:3]=[CH:4][C:5]([CH3:19])=[C:6]([CH:18]=1)[CH2:7][C:8]1[CH:17]=[CH:16][C:11]2[O:12][CH2:13][CH2:14][O:15][C:10]=2[CH:9]=1.[Li][CH2:21]CCC.C[Si](C)(C)[O:27][C@@H:28]1[C@@H:33]([O:34][Si](C)(C)C)[C@H:32]([O:39][Si](C)(C)C)[C@@H:31]([CH2:44][O:45][Si](C)(C)C)[O:30][C:29]1=[O:50].S(O)(C)(=O)=O.C(=O)(O)[O-].[Na+]. The catalyst is C1COCC1.C1(C)C=CC=CC=1.CCCCCC.CO. The product is [O:12]1[CH2:13][CH2:14][O:15][C:10]2[CH:9]=[C:8]([CH2:7][C:6]3[CH:18]=[C:2]([C:29]4([O:50][CH3:21])[C@H:28]([OH:27])[C@@H:33]([OH:34])[C@H:32]([OH:39])[C@@H:31]([CH2:44][OH:45])[O:30]4)[CH:3]=[CH:4][C:5]=3[CH3:19])[CH:17]=[CH:16][C:11]1=2. The yield is 0.520. (2) The reactants are [S:1]1[CH:5]=[CH:4][C:3]([CH2:6][C:7]([O:9][CH2:10][CH3:11])=[O:8])=[CH:2]1.[Li+].C[Si]([N-][Si](C)(C)C)(C)C.[C:22](Cl)(=[O:29])[C:23]1[CH:28]=[CH:27][CH:26]=[N:25][CH:24]=1. The catalyst is C1COCC1. The product is [O:29]=[C:22]([C:23]1[CH:24]=[N:25][CH:26]=[CH:27][CH:28]=1)[CH:6]([C:3]1[CH:4]=[CH:5][S:1][CH:2]=1)[C:7]([O:9][CH2:10][CH3:11])=[O:8]. The yield is 0.380. (3) The reactants are C([N:8]1[CH:12]=[CH:11][N:10]=[C:9]1[CH2:13][O:14][C:15]1[CH:43]=[CH:42][C:18]2[NH:19][C:20]([C:25]3[C:26](=[O:41])[N:27]([NH:36][CH2:37][CH:38]4[CH2:40][CH2:39]4)[C:28]4[C:33]([C:34]=3[OH:35])=[CH:32][CH:31]=[CH:30][CH:29]=4)=[N:21][S:22](=[O:24])(=[O:23])[C:17]=2[CH:16]=1)C1C=CC=CC=1. The product is [CH:38]1([CH2:37][NH:36][N:27]2[C:28]3[C:33](=[CH:32][CH:31]=[CH:30][CH:29]=3)[C:34]([OH:35])=[C:25]([C:20]3[NH:19][C:18]4[CH:42]=[CH:43][C:15]([O:14][CH2:13][C:9]5[NH:10][CH:11]=[CH:12][N:8]=5)=[CH:16][C:17]=4[S:22](=[O:23])(=[O:24])[N:21]=3)[C:26]2=[O:41])[CH2:40][CH2:39]1. The catalyst is CN(C)C=O.[Pd]. The yield is 0.440. (4) The reactants are [CH2:1]([O:8][C:9]1[CH:14]=[CH:13][C:12]([C@@H:15]([OH:34])[CH2:16][NH:17][C:18]([CH3:33])([CH3:32])[CH2:19][CH2:20][N:21]2[CH:25]=[C:24]([C:26]3[CH:31]=[CH:30][CH:29]=[CH:28][CH:27]=3)[N:23]=[CH:22]2)=[CH:11][C:10]=1[N+:35]([O-])=O)[C:2]1[CH:7]=[CH:6][CH:5]=[CH:4][CH:3]=1.[H][H]. The catalyst is O1CCCC1.C1(C)C=CC=CC=1.[Pt](=O)=O. The product is [NH2:35][C:10]1[CH:11]=[C:12]([C@@H:15]([OH:34])[CH2:16][NH:17][C:18]([CH3:32])([CH3:33])[CH2:19][CH2:20][N:21]2[CH:25]=[C:24]([C:26]3[CH:31]=[CH:30][CH:29]=[CH:28][CH:27]=3)[N:23]=[CH:22]2)[CH:13]=[CH:14][C:9]=1[O:8][CH2:1][C:2]1[CH:3]=[CH:4][CH:5]=[CH:6][CH:7]=1. The yield is 0.990.